From a dataset of Forward reaction prediction with 1.9M reactions from USPTO patents (1976-2016). Predict the product of the given reaction. (1) The product is: [CH:29]([C:2]1[CH:11]=[C:10]2[C:5]([CH:6]=[CH:7][N:8]=[C:9]2[O:12][C@H:13]2[CH2:17][N:16]([C:18]([O:20][C:21]([CH3:22])([CH3:23])[CH3:24])=[O:19])[C@H:15]([C:25]([O:27][CH3:28])=[O:26])[CH2:14]2)=[CH:4][CH:3]=1)=[CH2:30]. Given the reactants Br[C:2]1[CH:11]=[C:10]2[C:5]([CH:6]=[CH:7][N:8]=[C:9]2[O:12][C@H:13]2[CH2:17][N:16]([C:18]([O:20][C:21]([CH3:24])([CH3:23])[CH3:22])=[O:19])[C@H:15]([C:25]([O:27][CH3:28])=[O:26])[CH2:14]2)=[CH:4][CH:3]=1.[CH2:29](C([Sn])=C(CCCC)CCCC)[CH2:30]CC.CCOC(C)=O, predict the reaction product. (2) Given the reactants [F:1][C:2]1[CH:7]=[CH:6][C:5]([CH2:8][C:9]([C:11]2[CH:16]=[CH:15][CH:14]=[CH:13][C:12]=2[C:17]#[C:18][CH2:19][CH2:20][CH2:21][CH3:22])=[O:10])=[CH:4][CH:3]=1.C[Si]([N-][Si](C)(C)C)(C)C.[K+], predict the reaction product. The product is: [CH2:19]([C:18]1[C:8]([C:5]2[CH:4]=[CH:3][C:2]([F:1])=[CH:7][CH:6]=2)=[C:9]([OH:10])[C:11]2[C:12]([CH:17]=1)=[CH:13][CH:14]=[CH:15][CH:16]=2)[CH2:20][CH2:21][CH3:22]. (3) Given the reactants [OH:1][C:2]1[CH:7]=[CH:6][C:5]([CH2:8][CH2:9][C:10]([O:12]C)=[O:11])=[CH:4][CH:3]=1.C([O-])([O-])=O.[K+].[K+].[CH2:20](Br)[C:21]#[CH:22], predict the reaction product. The product is: [CH2:22]([O:1][C:2]1[CH:3]=[CH:4][C:5]([CH2:8][CH2:9][C:10]([OH:12])=[O:11])=[CH:6][CH:7]=1)[C:21]#[CH:20]. (4) The product is: [CH3:1][C:2]1[CH:7]=[C:6]([NH2:8])[CH:5]=[C:4]([CH3:11])[C:3]=1[C:12]1[CH:17]=[CH:16][C:15]([C:18]([F:19])([F:21])[F:20])=[CH:14][CH:13]=1. Given the reactants [CH3:1][C:2]1[CH:7]=[C:6]([N+:8]([O-])=O)[CH:5]=[C:4]([CH3:11])[C:3]=1[C:12]1[CH:17]=[CH:16][C:15]([C:18]([F:21])([F:20])[F:19])=[CH:14][CH:13]=1, predict the reaction product. (5) Given the reactants CO[C:3](=[O:36])[C:4]1[CH:9]=[C:8]([Cl:10])[C:7]([O:11][CH3:12])=[CH:6][C:5]=1[O:13][CH2:14][CH2:15][NH:16][CH2:17][C:18]1([O:32][C:33](=[O:35])C)[CH2:23][CH2:22][N:21]([CH2:24][C:25]2[CH:30]=[CH:29][C:28]([F:31])=[CH:27][CH:26]=2)[CH2:20][CH2:19]1.[CH3:37][NH2:38], predict the reaction product. The product is: [Cl:10][C:8]1[C:7]([O:11][CH3:12])=[CH:6][C:5]([O:13][CH2:14][CH2:15][N:16]2[CH2:17][C:18]3([CH2:23][CH2:22][N:21]([CH2:24][C:25]4[CH:30]=[CH:29][C:28]([F:31])=[CH:27][CH:26]=4)[CH2:20][CH2:19]3)[O:32][C:33]2=[O:35])=[C:4]([CH:9]=1)[C:3]([NH:38][CH3:37])=[O:36]. (6) Given the reactants C[Si]([N-][Si](C)(C)C)(C)C.[Na+:10].[Cl:11][C:12]1[CH:17]=[CH:16][CH:15]=[CH:14][C:13]=1[N:18]=[C:19]=[S:20].[CH3:21][CH2:22][OH:23], predict the reaction product. The product is: [Cl:11][C:12]1[CH:17]=[CH:16][CH:15]=[CH:14][C:13]=1[N:18]1[C:22](=[O:23])[CH:21]=[CH:17][C:12]([C:13]#[N:18])=[C:19]1[S-:20].[Na+:10]. (7) Given the reactants C([O:8][C:9]1[CH:10]=[C:11]([CH:15]2[CH2:19][C:18]3([CH2:24][CH2:23][N:22]([C:25]([O:27][C:28]([CH3:31])([CH3:30])[CH3:29])=[O:26])[CH2:21][CH2:20]3)[O:17][CH2:16]2)[CH:12]=[CH:13][CH:14]=1)C1C=CC=CC=1.[H][H], predict the reaction product. The product is: [OH:8][C:9]1[CH:10]=[C:11]([CH:15]2[CH2:19][C:18]3([CH2:24][CH2:23][N:22]([C:25]([O:27][C:28]([CH3:31])([CH3:30])[CH3:29])=[O:26])[CH2:21][CH2:20]3)[O:17][CH2:16]2)[CH:12]=[CH:13][CH:14]=1.